From a dataset of Reaction yield outcomes from USPTO patents with 853,638 reactions. Predict the reaction yield, written as a fraction of the theoretical maximum amount of product (1.0 means a 100% yield; for example, 0.34 means a 34% yield). (1) The reactants are [CH2:1]([N:8]([CH2:13][CH2:14][OH:15])[C:9](=[O:12])[CH2:10]Cl)[C:2]1[CH:7]=[CH:6][CH:5]=[CH:4][CH:3]=1.CC(C)([O-])C.[K+]. The catalyst is C(O)(C)(C)C. The product is [CH2:1]([N:8]1[CH2:13][CH2:14][O:15][CH2:10][C:9]1=[O:12])[C:2]1[CH:7]=[CH:6][CH:5]=[CH:4][CH:3]=1. The yield is 0.840. (2) The reactants are [C:1]([O:4][CH2:5][C@H:6]1[CH2:11][C@@H:10]([O:12][C:13](=[O:15])[CH3:14])[CH2:9][CH2:8][C@@:7]1([C@H:17]1[CH2:25][CH2:24][C@@:23]2([CH3:26])[C@@H:19]([CH2:20][C@H:21]([OH:28])[C:22]2=[CH2:27])[C@@H:18]1[CH2:29][O:30][Si:31]([C:44]([CH3:47])([CH3:46])[CH3:45])([C:38]1[CH:43]=[CH:42][CH:41]=[CH:40][CH:39]=1)[C:32]1[CH:37]=[CH:36][CH:35]=[CH:34][CH:33]=1)[CH3:16])(=[O:3])[CH3:2].[CH3:48][C:49](OC(C)=O)=[O:50]. The catalyst is N1C=CC=CC=1.CN(C1C=CN=CC=1)C. The product is [C:1]([O:4][CH2:5][C@H:6]1[CH2:11][C@@H:10]([O:12][C:13](=[O:15])[CH3:14])[CH2:9][CH2:8][C@@:7]1([C@H:17]1[CH2:25][CH2:24][C@@:23]2([CH3:26])[C@@H:19]([CH2:20][C@H:21]([O:28][C:49](=[O:50])[CH3:48])[C:22]2=[CH2:27])[C@@H:18]1[CH2:29][O:30][Si:31]([C:44]([CH3:47])([CH3:46])[CH3:45])([C:38]1[CH:43]=[CH:42][CH:41]=[CH:40][CH:39]=1)[C:32]1[CH:37]=[CH:36][CH:35]=[CH:34][CH:33]=1)[CH3:16])(=[O:3])[CH3:2]. The yield is 1.00. (3) The reactants are Cl.[CH3:2][NH:3][O:4][CH3:5].C(N(CC)CC)C.[Cl:13][C:14]1[CH:22]=[CH:21][C:17]([C:18](Cl)=[O:19])=[CH:16][CH:15]=1. The catalyst is C(Cl)Cl. The product is [Cl:13][C:14]1[CH:22]=[CH:21][C:17]([C:18]([N:3]([O:4][CH3:5])[CH3:2])=[O:19])=[CH:16][CH:15]=1. The yield is 0.920. (4) The reactants are [F:1][C:2]1[C:10]([C:11]2[CH:16]=[CH:15][CH:14]=[C:13]([F:17])[CH:12]=2)=[CH:9][CH:8]=[C:7]([F:18])[C:3]=1[C:4]([OH:6])=O.C(Cl)(=O)C(Cl)=O.CN(C=O)C.[NH2:30][C:31]1[C:32]([F:39])=[C:33]([OH:38])[CH:34]=[CH:35][C:36]=1[F:37]. The catalyst is C(Cl)Cl.C1COCC1.O. The product is [F:39][C:32]1[C:33]([OH:38])=[CH:34][CH:35]=[C:36]([F:37])[C:31]=1[NH:30][C:4](=[O:6])[C:3]1[C:7]([F:18])=[CH:8][CH:9]=[C:10]([C:11]2[CH:16]=[CH:15][CH:14]=[C:13]([F:17])[CH:12]=2)[C:2]=1[F:1]. The yield is 0.610. (5) The catalyst is CN(C=O)C.CCOC(C)=O. The reactants are [N:1]1[CH:6]=[CH:5][C:4]([C:7]2[CH:8]=[C:9]([NH2:14])[C:10]([NH2:13])=[CH:11][CH:12]=2)=[CH:3][CH:2]=1.[NH:15](C(OC(C)(C)C)=O)[C@@H:16]([C:24](O)=O)[CH2:17][C:18]1[CH:23]=[CH:22][CH:21]=[CH:20][CH:19]=1.CN(C(ON1N=NC2C=CC=NC1=2)=[N+](C)C)C.F[P-](F)(F)(F)(F)F.CCN(C(C)C)C(C)C. The yield is 0.360. The product is [C:18]1([CH2:17][C@H:16]([C:24]2[NH:13][C:10]3[CH:11]=[CH:12][C:7]([C:4]4[CH:3]=[CH:2][N:1]=[CH:6][CH:5]=4)=[CH:8][C:9]=3[N:14]=2)[NH2:15])[CH:23]=[CH:22][CH:21]=[CH:20][CH:19]=1. (6) The reactants are [O:1]1[C:6]2[CH:7]=[CH:8][C:9]([CH2:11]O)=[CH:10][C:5]=2[O:4][CH2:3][CH2:2]1.O=S(Cl)[Cl:15]. No catalyst specified. The product is [Cl:15][CH2:11][C:9]1[CH:8]=[CH:7][C:6]2[O:1][CH2:2][CH2:3][O:4][C:5]=2[CH:10]=1. The yield is 0.880.